Dataset: NCI-60 drug combinations with 297,098 pairs across 59 cell lines. Task: Regression. Given two drug SMILES strings and cell line genomic features, predict the synergy score measuring deviation from expected non-interaction effect. (1) Drug 1: C1=C(C(=O)NC(=O)N1)N(CCCl)CCCl. Drug 2: CN1C(=O)N2C=NC(=C2N=N1)C(=O)N. Cell line: SK-MEL-28. Synergy scores: CSS=17.8, Synergy_ZIP=-2.68, Synergy_Bliss=5.07, Synergy_Loewe=-5.18, Synergy_HSA=1.99. (2) Drug 1: C1=NC2=C(N=C(N=C2N1C3C(C(C(O3)CO)O)O)F)N. Drug 2: CC1CCC2CC(C(=CC=CC=CC(CC(C(=O)C(C(C(=CC(C(=O)CC(OC(=O)C3CCCCN3C(=O)C(=O)C1(O2)O)C(C)CC4CCC(C(C4)OC)OCCO)C)C)O)OC)C)C)C)OC. Cell line: CCRF-CEM. Synergy scores: CSS=42.4, Synergy_ZIP=1.80, Synergy_Bliss=8.02, Synergy_Loewe=5.21, Synergy_HSA=6.67. (3) Drug 1: C(CCl)NC(=O)N(CCCl)N=O. Drug 2: CC12CCC3C(C1CCC2OP(=O)(O)O)CCC4=C3C=CC(=C4)OC(=O)N(CCCl)CCCl.[Na+]. Cell line: IGROV1. Synergy scores: CSS=-0.595, Synergy_ZIP=-2.24, Synergy_Bliss=-1.74, Synergy_Loewe=-4.22, Synergy_HSA=-3.26. (4) Drug 1: CC1=CC=C(C=C1)C2=CC(=NN2C3=CC=C(C=C3)S(=O)(=O)N)C(F)(F)F. Drug 2: CC(C)NC(=O)C1=CC=C(C=C1)CNNC.Cl. Cell line: OVCAR-4. Synergy scores: CSS=2.42, Synergy_ZIP=5.77, Synergy_Bliss=0.139, Synergy_Loewe=-0.0393, Synergy_HSA=-0.956. (5) Drug 1: CN1C(=O)N2C=NC(=C2N=N1)C(=O)N. Drug 2: CS(=O)(=O)OCCCCOS(=O)(=O)C. Cell line: SK-MEL-28. Synergy scores: CSS=2.07, Synergy_ZIP=0.0645, Synergy_Bliss=-0.178, Synergy_Loewe=-1.82, Synergy_HSA=-2.02. (6) Drug 1: CCC1(C2=C(COC1=O)C(=O)N3CC4=CC5=C(C=CC(=C5CN(C)C)O)N=C4C3=C2)O.Cl. Drug 2: CC1C(C(CC(O1)OC2CC(CC3=C2C(=C4C(=C3O)C(=O)C5=C(C4=O)C(=CC=C5)OC)O)(C(=O)CO)O)N)O.Cl. Cell line: MDA-MB-435. Synergy scores: CSS=46.7, Synergy_ZIP=-4.85, Synergy_Bliss=-2.04, Synergy_Loewe=-0.384, Synergy_HSA=0.382. (7) Drug 1: CC1=C(C=C(C=C1)C(=O)NC2=CC(=CC(=C2)C(F)(F)F)N3C=C(N=C3)C)NC4=NC=CC(=N4)C5=CN=CC=C5. Drug 2: C1CN1C2=NC(=NC(=N2)N3CC3)N4CC4. Cell line: PC-3. Synergy scores: CSS=14.5, Synergy_ZIP=-1.45, Synergy_Bliss=-1.22, Synergy_Loewe=-5.75, Synergy_HSA=-2.51.